This data is from Full USPTO retrosynthesis dataset with 1.9M reactions from patents (1976-2016). The task is: Predict the reactants needed to synthesize the given product. (1) The reactants are: [Na].[CH2:2]([O:4][C:5](=[O:17])[CH2:6][C:7]([NH:9][CH2:10][CH2:11][C:12]([O:14]CC)=O)=[O:8])C.O. Given the product [CH3:2][O:4][C:5]([CH:6]1[C:12](=[O:14])[CH2:11][CH2:10][NH:9][C:7]1=[O:8])=[O:17], predict the reactants needed to synthesize it. (2) Given the product [CH3:1][CH2:2][O:3][C:4]1[CH:5]=[CH:6][CH:7]=[CH:8][C:9]=1[O:10][CH2:11][CH2:12][NH:13][C@@H:14]([CH2:16][C:17]1[CH:18]=[CH:19][C:20]([O:27][CH3:28])=[C:21]([S:23]([NH2:26])(=[O:25])=[O:24])[CH:22]=1)[CH3:15], predict the reactants needed to synthesize it. The reactants are: [CH3:1][CH2:2][O:3][C:4]1[CH:5]=[CH:6][CH:7]=[CH:8][C:9]=1[O:10][CH2:11][CH2:12][NH:13][C@@H:14]([CH2:16][C:17]1[CH:18]=[CH:19][C:20]([O:27][CH3:28])=[C:21]([S:23]([NH2:26])(=[O:25])=[O:24])[CH:22]=1)[CH3:15].Cl.OC1O[C@H](CO)[C@@H](O[C@@H]2O[C@H](CO)[C@H](O)[C@H](O)[C@H]2O)[C@H](O)[C@H]1O.P([O-])([O-])([O-])=O.[Ca+2].[Ca+2].C([O-])(=O)CCCCCCCCCCCCCCCCC.[Mg+2].C([O-])(=O)CCCCCCCCCCCCCCCCC. (3) The reactants are: [H-].[Na+].[C:3]([O:7][C:8]([NH:10][C@@H:11]1[CH2:15][CH2:14][C@H:13]([C:16]([OH:18])=[O:17])[CH2:12]1)=[O:9])([CH3:6])([CH3:5])[CH3:4].I[CH3:20].Cl. Given the product [C:3]([O:7][C:8]([N:10]([CH3:20])[C@@H:11]1[CH2:15][CH2:14][C@H:13]([C:16]([OH:18])=[O:17])[CH2:12]1)=[O:9])([CH3:6])([CH3:4])[CH3:5], predict the reactants needed to synthesize it. (4) Given the product [CH2:15]([O:14][C@H:13]1[C@H:12]([O:22][CH2:23][C:24]2[CH:29]=[CH:28][CH:27]=[CH:26][CH:25]=2)[C@@H:11]([O:30][CH2:31][C:32]2[CH:33]=[CH:34][CH:35]=[CH:36][CH:37]=2)[C:10]([C:40]2[CH:45]=[CH:44][C:43]([CH2:46][CH3:47])=[C:42]([CH2:48][C:49]3[CH:58]=[CH:57][C:52]4[O:53][CH2:54][CH2:55][O:56][C:51]=4[CH:50]=3)[CH:41]=2)([O:38][CH3:39])[O:9][C@@H:8]1[CH2:7][OH:6])[C:16]1[CH:17]=[CH:18][CH:19]=[CH:20][CH:21]=1, predict the reactants needed to synthesize it. The reactants are: C([Si](C)(C)[O:6][CH2:7][C@@H:8]1[C@@H:13]([O:14][CH2:15][C:16]2[CH:21]=[CH:20][CH:19]=[CH:18][CH:17]=2)[C@H:12]([O:22][CH2:23][C:24]2[CH:29]=[CH:28][CH:27]=[CH:26][CH:25]=2)[C@@H:11]([O:30][CH2:31][C:32]2[CH:37]=[CH:36][CH:35]=[CH:34][CH:33]=2)[C:10]([C:40]2[CH:45]=[CH:44][C:43]([CH2:46][CH3:47])=[C:42]([CH2:48][C:49]3[CH:58]=[CH:57][C:52]4[O:53][CH2:54][CH2:55][O:56][C:51]=4[CH:50]=3)[CH:41]=2)([O:38][CH3:39])[O:9]1)(C)(C)C.C(Cl)(C)=O. (5) Given the product [C:1]([O:5][C:6]([N:8]1[CH2:13][C@H:12]([CH2:14][N:41]2[C@H:42]([CH3:46])[CH2:43][O:44][CH2:45][C@H:40]2[CH3:39])[N:11]([CH2:16][C:17]([N:19]2[C:27]3[C:22](=[N:23][CH:24]=[C:25]([CH2:28][C:29]4[CH:34]=[CH:33][C:32]([F:35])=[CH:31][CH:30]=4)[CH:26]=3)[C:21]([CH3:37])([CH3:36])[CH2:20]2)=[O:18])[CH2:10][C@H:9]1[CH3:38])=[O:7])([CH3:4])([CH3:3])[CH3:2], predict the reactants needed to synthesize it. The reactants are: [C:1]([O:5][C:6]([N:8]1[CH2:13][C@H:12]([CH2:14]Cl)[N:11]([CH2:16][C:17]([N:19]2[C:27]3[C:22](=[N:23][CH:24]=[C:25]([CH2:28][C:29]4[CH:34]=[CH:33][C:32]([F:35])=[CH:31][CH:30]=4)[CH:26]=3)[C:21]([CH3:37])([CH3:36])[CH2:20]2)=[O:18])[CH2:10][C@H:9]1[CH3:38])=[O:7])([CH3:4])([CH3:3])[CH3:2].[CH3:39][C@@H:40]1[CH2:45][O:44][CH2:43][C@@H:42]([CH3:46])[NH:41]1.C(=O)([O-])[O-].[K+].[K+].[I-].[K+]. (6) Given the product [N:12]1[CH:13]=[CH:14][N:15]=[CH:16][C:11]=1[C:22]1[CH:23]=[CH:24][C:19]([CH:17]=[O:18])=[CH:20][CH:21]=1, predict the reactants needed to synthesize it. The reactants are: C(O)C.C([O-])([O-])=O.[Na+].[Na+].Cl[C:11]1[CH:16]=[N:15][CH:14]=[CH:13][N:12]=1.[CH:17]([C:19]1[CH:24]=[CH:23][C:22](B(O)O)=[CH:21][CH:20]=1)=[O:18].